This data is from NCI-60 drug combinations with 297,098 pairs across 59 cell lines. The task is: Regression. Given two drug SMILES strings and cell line genomic features, predict the synergy score measuring deviation from expected non-interaction effect. (1) Drug 1: CC(C1=C(C=CC(=C1Cl)F)Cl)OC2=C(N=CC(=C2)C3=CN(N=C3)C4CCNCC4)N. Drug 2: CCC1=CC2CC(C3=C(CN(C2)C1)C4=CC=CC=C4N3)(C5=C(C=C6C(=C5)C78CCN9C7C(C=CC9)(C(C(C8N6C)(C(=O)OC)O)OC(=O)C)CC)OC)C(=O)OC.C(C(C(=O)O)O)(C(=O)O)O. Cell line: NCIH23. Synergy scores: CSS=50.5, Synergy_ZIP=-1.61, Synergy_Bliss=3.53, Synergy_Loewe=-9.28, Synergy_HSA=4.69. (2) Drug 1: CC1C(C(CC(O1)OC2CC(CC3=C2C(=C4C(=C3O)C(=O)C5=C(C4=O)C(=CC=C5)OC)O)(C(=O)CO)O)N)O.Cl. Drug 2: CCC1(C2=C(COC1=O)C(=O)N3CC4=CC5=C(C=CC(=C5CN(C)C)O)N=C4C3=C2)O.Cl. Cell line: SF-268. Synergy scores: CSS=19.3, Synergy_ZIP=-1.19, Synergy_Bliss=4.06, Synergy_Loewe=-10.9, Synergy_HSA=0.576. (3) Drug 1: C1CC(=O)NC(=O)C1N2CC3=C(C2=O)C=CC=C3N. Drug 2: CS(=O)(=O)CCNCC1=CC=C(O1)C2=CC3=C(C=C2)N=CN=C3NC4=CC(=C(C=C4)OCC5=CC(=CC=C5)F)Cl. Cell line: OVCAR-5. Synergy scores: CSS=5.65, Synergy_ZIP=-1.07, Synergy_Bliss=2.46, Synergy_Loewe=2.40, Synergy_HSA=2.45. (4) Drug 1: CC12CCC3C(C1CCC2=O)CC(=C)C4=CC(=O)C=CC34C. Drug 2: C1=NC2=C(N=C(N=C2N1C3C(C(C(O3)CO)O)O)F)N. Cell line: MDA-MB-231. Synergy scores: CSS=37.1, Synergy_ZIP=-2.14, Synergy_Bliss=-3.87, Synergy_Loewe=-3.71, Synergy_HSA=-3.85. (5) Drug 1: C1CC(=O)NC(=O)C1N2C(=O)C3=CC=CC=C3C2=O. Drug 2: CN(C(=O)NC(C=O)C(C(C(CO)O)O)O)N=O. Cell line: UO-31. Synergy scores: CSS=-17.7, Synergy_ZIP=5.57, Synergy_Bliss=-6.43, Synergy_Loewe=-24.5, Synergy_HSA=-26.3. (6) Drug 1: CN(CC1=CN=C2C(=N1)C(=NC(=N2)N)N)C3=CC=C(C=C3)C(=O)NC(CCC(=O)O)C(=O)O. Drug 2: C1C(C(OC1N2C=C(C(=O)NC2=O)F)CO)O. Cell line: SW-620. Synergy scores: CSS=37.6, Synergy_ZIP=-8.16, Synergy_Bliss=-9.89, Synergy_Loewe=-7.15, Synergy_HSA=-2.27. (7) Drug 1: CCCS(=O)(=O)NC1=C(C(=C(C=C1)F)C(=O)C2=CNC3=C2C=C(C=N3)C4=CC=C(C=C4)Cl)F. Drug 2: C#CCC(CC1=CN=C2C(=N1)C(=NC(=N2)N)N)C3=CC=C(C=C3)C(=O)NC(CCC(=O)O)C(=O)O. Cell line: UACC62. Synergy scores: CSS=34.2, Synergy_ZIP=-0.446, Synergy_Bliss=-2.50, Synergy_Loewe=-2.94, Synergy_HSA=-1.79. (8) Drug 1: CC1C(C(CC(O1)OC2CC(CC3=C2C(=C4C(=C3O)C(=O)C5=C(C4=O)C(=CC=C5)OC)O)(C(=O)C)O)N)O.Cl. Drug 2: CC1CCCC2(C(O2)CC(NC(=O)CC(C(C(=O)C(C1O)C)(C)C)O)C(=CC3=CSC(=N3)C)C)C. Cell line: NCIH23. Synergy scores: CSS=13.8, Synergy_ZIP=0.890, Synergy_Bliss=1.54, Synergy_Loewe=0.782, Synergy_HSA=0.943.